From a dataset of Forward reaction prediction with 1.9M reactions from USPTO patents (1976-2016). Predict the product of the given reaction. (1) Given the reactants [CH2:1]([O:3][C:4]([C@H:6]1[C@@H:11]([NH:12][CH2:13][CH2:14][CH:15]2[CH2:17][CH2:16]2)[C@H:10]2[CH2:18][C@@H:7]1[CH2:8][CH2:9]2)=[O:5])[CH3:2].[CH3:19][S:20]([NH:23][C:24]1[CH:39]=[CH:38][C:27]2[NH:28][C:29]([CH2:34][C:35](O)=[O:36])=[N:30][S:31](=[O:33])(=[O:32])[C:26]=2[CH:25]=1)(=[O:22])=[O:21].CN1CCOCC1.Cl.CN(C)CCCN=C=NCC.Cl, predict the reaction product. The product is: [CH2:1]([O:3][C:4]([C@H:6]1[C@@H:11]([N:12]([CH2:13][CH2:14][CH:15]2[CH2:16][CH2:17]2)[C:35](=[O:36])[CH2:34][C:29]2[NH:28][C:27]3[CH:38]=[CH:39][C:24]([NH:23][S:20]([CH3:19])(=[O:22])=[O:21])=[CH:25][C:26]=3[S:31](=[O:32])(=[O:33])[N:30]=2)[C@H:10]2[CH2:18][C@@H:7]1[CH2:8][CH2:9]2)=[O:5])[CH3:2]. (2) Given the reactants [Cl:1][C:2]1[CH:7]=[CH:6][C:5]([C:8]2[CH2:9][CH2:10][N:11]([CH2:14][CH2:15][CH2:16][NH:17]C(=O)C(F)(F)F)[CH2:12][CH:13]=2)=[CH:4][CH:3]=1.[OH-].[K+], predict the reaction product. The product is: [Cl:1][C:2]1[CH:7]=[CH:6][C:5]([C:8]2[CH2:13][CH2:12][N:11]([CH2:14][CH2:15][CH2:16][NH2:17])[CH2:10][CH:9]=2)=[CH:4][CH:3]=1. (3) Given the reactants [C:1]([C:5]1[CH:30]=[C:8]2[N:9]=[C:10]([CH3:29])[C:11]([CH:20]([CH:25]([CH3:28])[CH2:26][CH3:27])[C:21]([O:23]C)=[O:22])=[C:12]([C:13]3[CH:18]=[CH:17][C:16]([CH3:19])=[CH:15][CH:14]=3)[N:7]2[N:6]=1)([CH3:4])([CH3:3])[CH3:2].[OH-].[Na+], predict the reaction product. The product is: [C:1]([C:5]1[CH:30]=[C:8]2[N:9]=[C:10]([CH3:29])[C:11]([CH:20]([CH:25]([CH3:28])[CH2:26][CH3:27])[C:21]([OH:23])=[O:22])=[C:12]([C:13]3[CH:18]=[CH:17][C:16]([CH3:19])=[CH:15][CH:14]=3)[N:7]2[N:6]=1)([CH3:2])([CH3:3])[CH3:4]. (4) Given the reactants [CH2:1]([OH:5])[CH2:2][CH:3]=C.[CH2:6]([O:13][C:14]([CH3:18])([CH3:17])[CH:15]=[O:16])[C:7]1[CH:12]=[CH:11][CH:10]=[CH:9][CH:8]=1.[C:19](O)(C(F)(F)F)=O, predict the reaction product. The product is: [CH2:6]([O:13][C:14]([CH:15]1[CH2:19][CH:1]([OH:5])[CH2:2][CH2:3][O:16]1)([CH3:18])[CH3:17])[C:7]1[CH:12]=[CH:11][CH:10]=[CH:9][CH:8]=1. (5) Given the reactants [F:1][C:2]([F:33])([F:32])[C:3]1[CH:4]=[C:5]([CH:25]=[C:26]([C:28]([F:31])([F:30])[F:29])[CH:27]=1)[CH2:6][N:7]([CH3:24])[C:8](=[O:23])[C:9]1[C:14]([C:15]2[CH:20]=[CH:19][CH:18]=[CH:17][C:16]=2[CH3:21])=[CH:13][C:12](I)=[N:11][CH:10]=1.[OH:34][C:35]1[CH:36]=[C:37]([CH:40]=[CH:41][CH:42]=1)[C:38]#[N:39].C(=O)([O-])[O-].[K+].[K+].COC(C)(C)C, predict the reaction product. The product is: [F:1][C:2]([F:33])([F:32])[C:3]1[CH:4]=[C:5]([CH:25]=[C:26]([C:28]([F:31])([F:30])[F:29])[CH:27]=1)[CH2:6][N:7]([CH3:24])[C:8](=[O:23])[C:9]1[C:14]([C:15]2[CH:20]=[CH:19][CH:18]=[CH:17][C:16]=2[CH3:21])=[CH:13][C:12]([O:34][C:35]2[CH:42]=[CH:41][CH:40]=[C:37]([C:38]#[N:39])[CH:36]=2)=[N:11][CH:10]=1. (6) Given the reactants [H-].[Al+3].[Li+].[H-].[H-].[H-].[NH2:7][C:8]1[C:9]([CH3:18])=[N:10][C:11]([Cl:17])=[C:12]([CH:16]=1)[C:13](O)=[O:14].O.[OH-].[Na+], predict the reaction product. The product is: [NH2:7][C:8]1[CH:16]=[C:12]([CH2:13][OH:14])[C:11]([Cl:17])=[N:10][C:9]=1[CH3:18]. (7) Given the reactants [O:1]([CH2:8][C:9]1[NH:10][CH:11]=[C:12]([C:14]2[CH:27]=[CH:26][C:17]([O:18][C:19]3[CH:25]=[CH:24][C:22]([NH2:23])=[CH:21][CH:20]=3)=[CH:16][CH:15]=2)[N:13]=1)[C:2]1[CH:7]=[CH:6][CH:5]=[CH:4][CH:3]=1.[CH:28]([N:31]=[C:32]=[O:33])([CH3:30])[CH3:29].O.C(OCC)(=O)C, predict the reaction product. The product is: [CH:28]([NH:31][C:32]([NH:23][C:22]1[CH:21]=[CH:20][C:19]([O:18][C:17]2[CH:26]=[CH:27][C:14]([C:12]3[N:13]=[C:9]([CH2:8][O:1][C:2]4[CH:7]=[CH:6][CH:5]=[CH:4][CH:3]=4)[NH:10][CH:11]=3)=[CH:15][CH:16]=2)=[CH:25][CH:24]=1)=[O:33])([CH3:30])[CH3:29]. (8) Given the reactants Br[CH2:2][C:3]1[C:12]([Cl:13])=[N:11][CH:10]=[CH:9][C:4]=1[C:5]([O:7]C)=O.Cl.[F:15][C:16]1[CH:17]=[C:18]([CH2:28][NH2:29])[CH:19]=[N:20][C:21]=1[O:22][CH2:23][C:24]([F:27])([F:26])[F:25], predict the reaction product. The product is: [Cl:13][C:12]1[C:3]2[CH2:2][N:29]([CH2:28][C:18]3[CH:19]=[N:20][C:21]([O:22][CH2:23][C:24]([F:26])([F:27])[F:25])=[C:16]([F:15])[CH:17]=3)[C:5](=[O:7])[C:4]=2[CH:9]=[CH:10][N:11]=1. (9) Given the reactants [CH3:1][O:2][C:3]1[CH:15]=[CH:14][C:6]([CH2:7][O:8][C@H:9]2[CH2:13][CH2:12][NH:11][CH2:10]2)=[CH:5][CH:4]=1.[S:16](N)([NH2:19])(=[O:18])=[O:17], predict the reaction product. The product is: [CH3:1][O:2][C:3]1[CH:4]=[CH:5][C:6]([CH2:7][O:8][C@H:9]2[CH2:13][CH2:12][N:11]([S:16]([NH2:19])(=[O:18])=[O:17])[CH2:10]2)=[CH:14][CH:15]=1. (10) The product is: [CH3:1][O:2][C:3]1[CH:4]=[CH:5][C:6]([C:7]([NH:9][C:10]2[C:11]([NH:16][C:17]([CH:19]3[CH2:20][CH2:21][N:22]([CH2:28][C:29]4[CH:34]=[CH:33][C:32]([C:35]#[N:36])=[CH:31][CH:30]=4)[CH2:23][CH2:24]3)=[O:18])=[CH:12][CH:13]=[CH:14][CH:15]=2)=[O:8])=[CH:25][CH:26]=1. Given the reactants [CH3:1][O:2][C:3]1[CH:26]=[CH:25][C:6]([C:7]([NH:9][C:10]2[C:11]([NH:16][C:17]([CH:19]3[CH2:24][CH2:23][NH:22][CH2:21][CH2:20]3)=[O:18])=[CH:12][CH:13]=[CH:14][CH:15]=2)=[O:8])=[CH:5][CH:4]=1.Br[CH2:28][C:29]1[CH:34]=[CH:33][C:32]([C:35]#[N:36])=[CH:31][CH:30]=1.C(=O)([O-])[O-].[K+].[K+].C(OCC)(=O)C, predict the reaction product.